This data is from Forward reaction prediction with 1.9M reactions from USPTO patents (1976-2016). The task is: Predict the product of the given reaction. (1) Given the reactants [CH3:1][O:2][CH2:3][C:4]1[CH:9]=[C:8]([N+:10]([O-:12])=[O:11])[CH:7]=[CH:6][C:5]=1[OH:13].C(=O)([O-])[O-].[K+].[K+].CN(C)C=O.[CH2:25](Cl)[C:26]1[CH:31]=[CH:30][CH:29]=[CH:28][CH:27]=1, predict the reaction product. The product is: [CH2:25]([O:13][C:5]1[CH:6]=[CH:7][C:8]([N+:10]([O-:12])=[O:11])=[CH:9][C:4]=1[CH2:3][O:2][CH3:1])[C:26]1[CH:31]=[CH:30][CH:29]=[CH:28][CH:27]=1. (2) Given the reactants [NH2:1][C:2]([C:4]1[CH:5]=[N:6][C:7]2[C:12]([C:13]=1[NH:14][C:15]1[CH:16]=[C:17]([CH:23]=[CH:24][CH:25]=1)[C:18]([O:20]CC)=[O:19])=[CH:11][CH:10]=[C:9]([C:26]1[CH:31]=[CH:30][C:29]([O:32][CH3:33])=[CH:28][C:27]=1[O:34][CH3:35])[CH:8]=2)=[O:3].[OH-].[Na+], predict the reaction product. The product is: [NH2:1][C:2]([C:4]1[CH:5]=[N:6][C:7]2[C:12]([C:13]=1[NH:14][C:15]1[CH:16]=[C:17]([CH:23]=[CH:24][CH:25]=1)[C:18]([OH:20])=[O:19])=[CH:11][CH:10]=[C:9]([C:26]1[CH:31]=[CH:30][C:29]([O:32][CH3:33])=[CH:28][C:27]=1[O:34][CH3:35])[CH:8]=2)=[O:3]. (3) Given the reactants [NH2:1][C:2]1[CH:7]=[CH:6][CH:5]=[CH:4][CH:3]=1.C(=O)([O-])[O-].[Cs+].[Cs+].C1(P(C2C=CC=CC=2)C2C=CC3C(=CC=CC=3)C=2C2C3C(=CC=CC=3)C=CC=2P(C2C=CC=CC=2)C2C=CC=CC=2)C=CC=CC=1.Br[C:61]1[CH:62]=[C:63]([NH:69][C:70]2[CH:75]=[CH:74][C:73]([N:76]3[CH2:81][CH2:80][N:79]([CH3:82])[CH2:78][CH2:77]3)=[CH:72][CH:71]=2)[C:64]([C:67]#[N:68])=[N:65][CH:66]=1, predict the reaction product. The product is: [CH3:82][N:79]1[CH2:80][CH2:81][N:76]([C:73]2[CH:74]=[CH:75][C:70]([NH:69][C:63]3[C:64]([C:67]#[N:68])=[N:65][CH:66]=[C:61]([NH:1][C:2]4[CH:7]=[CH:6][CH:5]=[CH:4][CH:3]=4)[CH:62]=3)=[CH:71][CH:72]=2)[CH2:77][CH2:78]1. (4) Given the reactants [CH3:1][C:2]1[N:7]=[C:6]([NH2:8])[CH:5]=[CH:4][CH:3]=1.C1C(=O)N([Cl:16])C(=O)C1, predict the reaction product. The product is: [Cl:16][C:3]1[CH:4]=[CH:5][C:6]([NH2:8])=[N:7][C:2]=1[CH3:1].